Dataset: NCI-60 drug combinations with 297,098 pairs across 59 cell lines. Task: Regression. Given two drug SMILES strings and cell line genomic features, predict the synergy score measuring deviation from expected non-interaction effect. (1) Drug 1: C1=CC(=CC=C1CCC2=CNC3=C2C(=O)NC(=N3)N)C(=O)NC(CCC(=O)O)C(=O)O. Drug 2: CC1CCC2CC(C(=CC=CC=CC(CC(C(=O)C(C(C(=CC(C(=O)CC(OC(=O)C3CCCCN3C(=O)C(=O)C1(O2)O)C(C)CC4CCC(C(C4)OC)OCCO)C)C)O)OC)C)C)C)OC. Cell line: SNB-75. Synergy scores: CSS=22.3, Synergy_ZIP=-7.72, Synergy_Bliss=-9.12, Synergy_Loewe=-3.69, Synergy_HSA=-2.93. (2) Drug 1: CC(C1=C(C=CC(=C1Cl)F)Cl)OC2=C(N=CC(=C2)C3=CN(N=C3)C4CCNCC4)N. Drug 2: C1C(C(OC1N2C=NC(=NC2=O)N)CO)O. Cell line: SF-268. Synergy scores: CSS=2.69, Synergy_ZIP=1.88, Synergy_Bliss=4.24, Synergy_Loewe=-1.85, Synergy_HSA=-1.04. (3) Drug 1: C1=CC(=CC=C1CC(C(=O)O)N)N(CCCl)CCCl.Cl. Drug 2: C1=NC2=C(N=C(N=C2N1C3C(C(C(O3)CO)O)F)Cl)N. Cell line: OVCAR-4. Synergy scores: CSS=0.463, Synergy_ZIP=-1.39, Synergy_Bliss=-2.25, Synergy_Loewe=-10.4, Synergy_HSA=-5.89. (4) Drug 1: CCN(CC)CCCC(C)NC1=C2C=C(C=CC2=NC3=C1C=CC(=C3)Cl)OC. Drug 2: C1CN(CCN1C(=O)CCBr)C(=O)CCBr. Cell line: UACC62. Synergy scores: CSS=18.8, Synergy_ZIP=-6.32, Synergy_Bliss=-0.453, Synergy_Loewe=1.23, Synergy_HSA=0.760. (5) Drug 1: C1=NC2=C(N=C(N=C2N1C3C(C(C(O3)CO)O)F)Cl)N. Drug 2: N.N.Cl[Pt+2]Cl. Cell line: NCI/ADR-RES. Synergy scores: CSS=48.5, Synergy_ZIP=-8.11, Synergy_Bliss=-3.00, Synergy_Loewe=-4.30, Synergy_HSA=-1.00.